The task is: Predict the reactants needed to synthesize the given product.. This data is from Full USPTO retrosynthesis dataset with 1.9M reactions from patents (1976-2016). (1) The reactants are: CS([O:5][CH2:6][CH2:7][C:8]([C:25]1[CH:30]=[CH:29][C:28]([Cl:31])=[CH:27][CH:26]=1)([N:11]1[C:19]2[C:14](=[C:15]([NH:20][S:21]([CH3:24])(=[O:23])=[O:22])[CH:16]=[CH:17][CH:18]=2)[CH:13]=[CH:12]1)[CH2:9][CH3:10])(=O)=O.[CH3:32]O[Na]. Given the product [Cl:31][C:28]1[CH:29]=[CH:30][C:25]([C:8]([N:11]2[C:19]3[C:14](=[C:15]([NH:20][S:21]([CH3:24])(=[O:22])=[O:23])[CH:16]=[CH:17][CH:18]=3)[CH:13]=[CH:12]2)([CH2:9][CH3:10])[CH2:7][CH2:6][O:5][CH3:32])=[CH:26][CH:27]=1, predict the reactants needed to synthesize it. (2) Given the product [F:44][C:35]1[CH:34]=[C:33]([C:9]2[CH:10]=[CH:11][C:12]3[O:16][C:15]([CH:17]4[CH2:18][CH2:19][N:20]([C:23]([O:25][C:26]([CH3:29])([CH3:27])[CH3:28])=[O:24])[CH2:21][CH2:22]4)=[N:14][C:13]=3[CH:30]=2)[CH:38]=[CH:37][C:36]=1[N:39]1[CH:43]=[N:42][N:41]=[N:40]1, predict the reactants needed to synthesize it. The reactants are: CC1(C)C(C)(C)OB([C:9]2[CH:10]=[CH:11][C:12]3[O:16][C:15]([CH:17]4[CH2:22][CH2:21][N:20]([C:23]([O:25][C:26]([CH3:29])([CH3:28])[CH3:27])=[O:24])[CH2:19][CH2:18]4)=[N:14][C:13]=3[CH:30]=2)O1.Br[C:33]1[CH:38]=[CH:37][C:36]([N:39]2[CH:43]=[N:42][N:41]=[N:40]2)=[C:35]([F:44])[CH:34]=1.